This data is from Full USPTO retrosynthesis dataset with 1.9M reactions from patents (1976-2016). The task is: Predict the reactants needed to synthesize the given product. (1) The reactants are: [NH2:1][CH:2]1[CH2:7][CH2:6][N:5]([CH2:8][CH2:9][CH2:10][N:11]([C:24]2[CH:29]=[CH:28][C:27]([Cl:30])=[C:26]([Cl:31])[CH:25]=2)[C:12]([CH:14]2[CH2:19][CH2:18][N:17]([S:20]([CH3:23])(=[O:22])=[O:21])[CH2:16][CH2:15]2)=[O:13])[CH2:4][CH2:3]1.[F:32][C:33]1[CH:41]=[CH:40][C:36]([C:37](Cl)=[O:38])=[CH:35][CH:34]=1. Given the product [Cl:31][C:26]1[CH:25]=[C:24]([N:11]([CH2:10][CH2:9][CH2:8][N:5]2[CH2:6][CH2:7][CH:2]([NH:1][C:37](=[O:38])[C:36]3[CH:40]=[CH:41][C:33]([F:32])=[CH:34][CH:35]=3)[CH2:3][CH2:4]2)[C:12]([CH:14]2[CH2:19][CH2:18][N:17]([S:20]([CH3:23])(=[O:21])=[O:22])[CH2:16][CH2:15]2)=[O:13])[CH:29]=[CH:28][C:27]=1[Cl:30], predict the reactants needed to synthesize it. (2) Given the product [CH3:40][C:41]([NH:45][C:16]([C:6]1[C:7]([NH:9][CH2:10][CH2:11][C:12]([F:13])([F:14])[F:15])=[N:8][C:3]([C:2]([F:1])([F:20])[F:19])=[N:4][CH:5]=1)=[O:18])([C:43]#[CH:44])[CH3:42], predict the reactants needed to synthesize it. The reactants are: [F:1][C:2]([F:20])([F:19])[C:3]1[N:8]=[C:7]([NH:9][CH2:10][CH2:11][C:12]([F:15])([F:14])[F:13])[C:6]([C:16]([OH:18])=O)=[CH:5][N:4]=1.CCN(C(C)C)C(C)C.C1C=CC2N(O)N=NC=2C=1.[CH3:40][C:41]([NH2:45])([C:43]#[CH:44])[CH3:42].CCN=C=NCCCN(C)C. (3) Given the product [C:24]([O:28][C:29]([N:31]1[CH2:36][CH2:35][C:34](=[CH:9][C:10]2[CH:15]=[CH:14][CH:13]=[C:12]([O:16][C:17]3[CH:18]=[CH:19][C:20]([F:23])=[CH:21][CH:22]=3)[CH:11]=2)[CH2:33][CH2:32]1)=[O:30])([CH3:27])([CH3:25])[CH3:26], predict the reactants needed to synthesize it. The reactants are: C(OP([CH2:9][C:10]1[CH:15]=[CH:14][CH:13]=[C:12]([O:16][C:17]2[CH:22]=[CH:21][C:20]([F:23])=[CH:19][CH:18]=2)[CH:11]=1)(=O)OCC)C.[C:24]([O:28][C:29]([N:31]1[CH2:36][CH2:35][C:34](=O)[CH2:33][CH2:32]1)=[O:30])([CH3:27])([CH3:26])[CH3:25]. (4) Given the product [Cl:12][C:13]1[CH:21]=[CH:20][C:16]([C:17]([NH:1][C:2]2[CH:3]=[CH:4][C:5]3[S:9][C:8]([CH3:10])=[N:7][C:6]=3[CH:11]=2)=[O:18])=[CH:15][CH:14]=1, predict the reactants needed to synthesize it. The reactants are: [NH2:1][C:2]1[CH:3]=[CH:4][C:5]2[S:9][C:8]([CH3:10])=[N:7][C:6]=2[CH:11]=1.[Cl:12][C:13]1[CH:21]=[CH:20][C:16]([C:17](Cl)=[O:18])=[CH:15][CH:14]=1. (5) Given the product [C:31]([O:30][C:28](=[O:29])[N:17]([CH2:18][CH2:19][NH:20][C:21]([O:23][C:24]([CH3:27])([CH3:26])[CH3:25])=[O:22])[CH:14]1[CH2:13][CH2:12][NH:11][CH2:16][CH2:15]1)([CH3:33])([CH3:34])[CH3:32], predict the reactants needed to synthesize it. The reactants are: C(OC([N:11]1[CH2:16][CH2:15][CH:14]([N:17]([C:28]([O:30][C:31]([CH3:34])([CH3:33])[CH3:32])=[O:29])[CH2:18][CH2:19][NH:20][C:21]([O:23][C:24]([CH3:27])([CH3:26])[CH3:25])=[O:22])[CH2:13][CH2:12]1)=O)C1C=CC=CC=1. (6) Given the product [F:1][C:2]1[CH:3]=[C:4]([S:9][CH2:10][CH3:11])[CH:5]=[CH:6][C:7]=1[F:8], predict the reactants needed to synthesize it. The reactants are: [F:1][C:2]1[CH:3]=[C:4]([SH:9])[CH:5]=[CH:6][C:7]=1[F:8].[CH2:10](I)[CH3:11].C([O-])([O-])=O.[K+].[K+].O. (7) Given the product [CH:22]([C:19]1[CH:18]=[CH:17][C:16]([CH2:15][C:8]2[C:9]([CH3:14])=[CH:10][C:11]([CH3:13])=[CH:12][C:7]=2[O:6][CH2:5][C:4]([OH:25])=[O:3])=[CH:21][CH:20]=1)([CH3:24])[CH3:23], predict the reactants needed to synthesize it. The reactants are: C([O:3][C:4](=[O:25])[CH2:5][O:6][C:7]1[CH:12]=[C:11]([CH3:13])[CH:10]=[C:9]([CH3:14])[C:8]=1[CH2:15][C:16]1[CH:21]=[CH:20][C:19]([CH:22]([CH3:24])[CH3:23])=[CH:18][CH:17]=1)C. (8) Given the product [C:29]([CH2:28][C@H:25]1[CH2:24][CH2:23][C:22]2[S:21][C:20]3[N:19]=[CH:18][N:17]=[C:16]([O:15][CH:12]4[CH2:11][CH2:10][CH:9]([N:8]([CH2:32][CH3:33])[C:6](=[O:7])[O:5][C:1]([CH3:3])([CH3:2])[CH3:4])[CH2:14][CH2:13]4)[C:27]=3[C:26]1=2)(=[O:31])[NH2:40], predict the reactants needed to synthesize it. The reactants are: [C:1]([O:5][C:6]([N:8]([CH2:32][CH3:33])[CH:9]1[CH2:14][CH2:13][CH:12]([O:15][C:16]2[C:27]3[C:26]4[C@@H:25]([CH2:28][C:29]([OH:31])=O)[CH2:24][CH2:23][C:22]=4[S:21][C:20]=3[N:19]=[CH:18][N:17]=2)[CH2:11][CH2:10]1)=[O:7])([CH3:4])([CH3:3])[CH3:2].C1C=CC2N(O)N=[N:40]C=2C=1.CCN=C=NCCCN(C)C.[NH4+].[Cl-]. (9) The reactants are: [CH3:1][N:2]1[CH:6]=[C:5]([C:7]2[N:12]=[C:11]([C:13]3[CH:14]=[N:15][NH:16][CH:17]=3)[N:10]3[CH:18]=[CH:19][N:20]=[C:9]3[CH:8]=2)[CH:4]=[N:3]1.[CH2:21]1[C:24]2([CH2:27][CH2:26][CH2:25]2)[CH2:23][C:22]1=[CH:28][C:29]#[N:30].N1CCCN2CCCCCC=12. Given the product [CH3:1][N:2]1[CH:6]=[C:5]([C:7]2[N:12]=[C:11]([C:13]3[CH:14]=[N:15][N:16]([C:22]4([CH2:28][C:29]#[N:30])[CH2:23][C:24]5([CH2:27][CH2:26][CH2:25]5)[CH2:21]4)[CH:17]=3)[N:10]3[CH:18]=[CH:19][N:20]=[C:9]3[CH:8]=2)[CH:4]=[N:3]1, predict the reactants needed to synthesize it. (10) Given the product [Cl:1][C:2]1[CH:27]=[C:26]([Cl:28])[CH:25]=[CH:24][C:3]=1[O:4][C:5]1[CH:10]=[CH:9][CH:8]=[CH:7][C:6]=1[NH:11][S:12]([C:15]1[CH:16]=[CH:17][C:18]([C:19]([N:40]2[CH2:41][CH2:42][N:37]([CH2:36][CH2:35][C:30]3[CH:31]=[CH:32][CH:33]=[CH:34][N:29]=3)[CH2:38][CH2:39]2)=[O:21])=[CH:22][CH:23]=1)(=[O:14])=[O:13], predict the reactants needed to synthesize it. The reactants are: [Cl:1][C:2]1[CH:27]=[C:26]([Cl:28])[CH:25]=[CH:24][C:3]=1[O:4][C:5]1[CH:10]=[CH:9][CH:8]=[CH:7][C:6]=1[NH:11][S:12]([C:15]1[CH:23]=[CH:22][C:18]([C:19]([OH:21])=O)=[CH:17][CH:16]=1)(=[O:14])=[O:13].[N:29]1[CH:34]=[CH:33][CH:32]=[CH:31][C:30]=1[CH2:35][CH2:36][N:37]1[CH2:42][CH2:41][NH:40][CH2:39][CH2:38]1.